From a dataset of Catalyst prediction with 721,799 reactions and 888 catalyst types from USPTO. Predict which catalyst facilitates the given reaction. (1) The catalyst class is: 1. Product: [CH3:7][C:8]1([CH2:14][OH:15])[CH2:13][CH2:12][CH2:11][CH2:10][CH2:9]1. Reactant: [H-].[H-].[H-].[H-].[Li+].[Al+3].[CH3:7][C:8]1([C:14](O)=[O:15])[CH2:13][CH2:12][CH2:11][CH2:10][CH2:9]1.[OH-].[Na+].O. (2) Reactant: F[C:2]1[CH:9]=[CH:8][C:5]([C:6]#[N:7])=[C:4]([NH:10][CH:11]2[CH2:16][CH2:15][O:14][CH2:13][CH2:12]2)[CH:3]=1.[NH2:17][NH2:18].C([O-])(O)=O.[Na+]. Product: [NH:17]([C:2]1[CH:9]=[CH:8][C:5]([C:6]#[N:7])=[C:4]([NH:10][CH:11]2[CH2:16][CH2:15][O:14][CH2:13][CH2:12]2)[CH:3]=1)[NH2:18]. The catalyst class is: 12. (3) Reactant: [F:1][C:2]([F:11])([F:10])[C:3]1[CH:4]=[C:5]([NH2:9])[CH:6]=[CH:7][CH:8]=1.[C:12](OC(=O)C)(=[O:14])[CH3:13].C(N(CC)CC)C. Product: [F:1][C:2]([F:10])([F:11])[C:3]1[CH:4]=[C:5]([NH:9][C:12](=[O:14])[CH3:13])[CH:6]=[CH:7][CH:8]=1. The catalyst class is: 850. (4) The catalyst class is: 14. Reactant: [CH:1]1([CH2:5][C:6](=O)[CH3:7])[CH2:4][CH2:3][CH2:2]1.[NH2:9][C:10](=[S:16])[C:11]([O:13][CH2:14][CH3:15])=[O:12].O. Product: [CH:1]1([CH2:5][C:6]2[N:9]=[C:10]([C:11]([O:13][CH2:14][CH3:15])=[O:12])[S:16][CH:7]=2)[CH2:4][CH2:3][CH2:2]1. (5) Reactant: [F:1][C:2]([F:33])([F:32])[C:3]1[CH:31]=[CH:30][CH:29]=[CH:28][C:4]=1[O:5][CH:6]1[CH2:11][CH2:10][N:9]([C:12]2[S:16][C:15]([C:17]3[N:18]=[N:19][N:20]([CH2:22][C:23]([O:25]CC)=[O:24])[N:21]=3)=[N:14][N:13]=2)[CH2:8][CH2:7]1.[OH-].[Na+].Cl. Product: [F:33][C:2]([F:1])([F:32])[C:3]1[CH:31]=[CH:30][CH:29]=[CH:28][C:4]=1[O:5][CH:6]1[CH2:11][CH2:10][N:9]([C:12]2[S:16][C:15]([C:17]3[N:18]=[N:19][N:20]([CH2:22][C:23]([OH:25])=[O:24])[N:21]=3)=[N:14][N:13]=2)[CH2:8][CH2:7]1. The catalyst class is: 36.